This data is from Forward reaction prediction with 1.9M reactions from USPTO patents (1976-2016). The task is: Predict the product of the given reaction. (1) Given the reactants [C:1]([C:3]1[CH:4]=[C:5]2[C:10](=[CH:11][CH:12]=1)[NH:9][CH2:8][CH:7]([NH:13][S:14]([C:17]1[CH:22]=[CH:21][CH:20]=[CH:19][CH:18]=1)(=[O:16])=[O:15])[CH2:6]2)#[N:2].[H-].[Na+].C[Si](C)(C)CCO[CH2:30][Cl:31], predict the reaction product. The product is: [Cl:31][C:30]1[CH:11]=[C:12]([N:9]2[C:10]3[C:5](=[CH:4][C:3]([C:1]#[N:2])=[CH:12][CH:11]=3)[CH2:6][CH:7]([NH:13][S:14]([C:17]3[CH:22]=[CH:21][CH:20]=[CH:19][CH:18]=3)(=[O:16])=[O:15])[CH2:8]2)[CH:3]=[CH:4][CH:5]=1. (2) The product is: [CH3:1][O:2][C:3](=[O:25])[CH2:4][C:5]1[C:14]([CH3:15])=[C:13]([C:55]2[CH:54]=[CH:53][C:52]([S:49](=[O:50])(=[O:51])[NH:48][CH:45]([CH3:47])[CH3:46])=[CH:57][CH:56]=2)[C:12]2[C:7](=[CH:8][CH:9]=[C:10]([Cl:24])[CH:11]=2)[CH:6]=1. Given the reactants [CH3:1][O:2][C:3](=[O:25])[CH2:4][C:5]1[C:14]([CH3:15])=[C:13](OS(C(F)(F)F)(=O)=O)[C:12]2[C:7](=[CH:8][CH:9]=[C:10]([Cl:24])[CH:11]=2)[CH:6]=1.C1(P(C2C=CC=CC=2)C2C=CC=CC=2)C=CC=CC=1.[C:45](=[N:48][S:49]([C:52]1[CH:57]=[CH:56][C:55](B(O)O)=[CH:54][CH:53]=1)(=[O:51])=[O:50])([CH3:47])[CH3:46].C(=O)([O-])[O-].[Na+].[Na+], predict the reaction product. (3) Given the reactants [OH:1][CH2:2][C@@H:3]1[CH2:7][CH2:6][CH2:5][N:4]1[C:8]([C:10]1[CH:15]=[CH:14][CH:13]=[CH:12][CH:11]=1)=[O:9].[OH:16][C:17]1[CH:24]=[CH:23][CH:22]=[C:21](O)[C:18]=1[CH:19]=[O:20].C1C=CC(P(C2C=CC=CC=2)C2C=CC=CC=2)=CC=1.CC(OC(/N=N/C(OC(C)C)=O)=O)C, predict the reaction product. The product is: [C:8]([N:4]1[CH2:5][CH2:6][CH2:7][C@H:3]1[CH2:2][O:1][C:21]1[CH:22]=[CH:23][CH:24]=[C:17]([OH:16])[C:18]=1[CH:19]=[O:20])(=[O:9])[C:10]1[CH:15]=[CH:14][CH:13]=[CH:12][CH:11]=1. (4) Given the reactants [NH2-].[Na+].Cl[C:4]1[CH:9]=[C:8]([Cl:10])[N:7]=[C:6]([CH3:11])[N:5]=1.[NH2:12][C:13]1[S:14][C:15]([C:18]([NH:20][C:21]2[C:26]([CH3:27])=[CH:25][CH:24]=[CH:23][C:22]=2[Cl:28])=[O:19])=[CH:16][N:17]=1.Cl, predict the reaction product. The product is: [Cl:10][C:8]1[N:7]=[C:6]([CH3:11])[N:5]=[C:4]([NH:12][C:13]2[S:14][C:15]([C:18]([NH:20][C:21]3[C:26]([CH3:27])=[CH:25][CH:24]=[CH:23][C:22]=3[Cl:28])=[O:19])=[CH:16][N:17]=2)[CH:9]=1. (5) Given the reactants [NH2:1][C:2]1[CH:7]=[CH:6][C:5]([CH:8]2[CH2:22][N:12]3[C:13](=[O:21])[NH:14][C:15]4[CH:16]=[CH:17][CH:18]=[CH:19][C:20]=4[C:11]3=[N:10][CH2:9]2)=[CH:4][CH:3]=1.[F:23][C:24]1[CH:29]=[CH:28][C:27]([C:30]([F:33])([F:32])[F:31])=[CH:26][C:25]=1[N:34]=[C:35]=[O:36], predict the reaction product. The product is: [F:23][C:24]1[CH:29]=[CH:28][C:27]([C:30]([F:33])([F:32])[F:31])=[CH:26][C:25]=1[NH:34][C:35]([NH:1][C:2]1[CH:7]=[CH:6][C:5]([CH:8]2[CH2:22][N:12]3[C:13](=[O:21])[NH:14][C:15]4[CH:16]=[CH:17][CH:18]=[CH:19][C:20]=4[C:11]3=[N:10][CH2:9]2)=[CH:4][CH:3]=1)=[O:36]. (6) Given the reactants C1(C(NC(C)C)C(C2C=CC=CC=2F)CCN2CCN(C3C=CC=CC=3OC)CC2)CCCCC1.[O:36]1[C:41]2[CH:42]=[CH:43][CH:44]=[C:45]([N:46]3[CH2:51][CH2:50][NH:49][CH2:48][CH2:47]3)[C:40]=2[O:39][CH2:38][CH2:37]1.[CH:52]1([C:58](=[O:75])[CH:59]([C:68]2[CH:73]=[CH:72][CH:71]=[CH:70][C:69]=2[F:74])[CH2:60][CH:61](OCC)OCC)[CH2:57][CH2:56][CH2:55][CH2:54][CH2:53]1, predict the reaction product. The product is: [CH:52]1([C:58](=[O:75])[CH:59]([C:68]2[CH:73]=[CH:72][CH:71]=[CH:70][C:69]=2[F:74])[CH2:60][CH2:61][N:49]2[CH2:50][CH2:51][N:46]([C:45]3[C:40]4[O:39][CH2:38][CH2:37][O:36][C:41]=4[CH:42]=[CH:43][CH:44]=3)[CH2:47][CH2:48]2)[CH2:57][CH2:56][CH2:55][CH2:54][CH2:53]1. (7) Given the reactants [NH2:1][C:2]1[CH:7]=[CH:6][CH:5]=[CH:4][C:3]=1[OH:8].C(N(CC)CC)C.O1CCCC1.[Br:21][C:22]1[CH:30]=[CH:29][C:25]([C:26](Cl)=[O:27])=[CH:24][CH:23]=1, predict the reaction product. The product is: [Br:21][C:22]1[CH:30]=[CH:29][C:25]([C:26]([NH:1][C:2]2[CH:7]=[CH:6][CH:5]=[CH:4][C:3]=2[OH:8])=[O:27])=[CH:24][CH:23]=1. (8) Given the reactants [CH3:1][O:2][C:3](=[O:14])[CH2:4][O:5][C:6]1[CH:11]=[CH:10][C:9]([Cl:12])=[C:8]([NH2:13])[CH:7]=1.C[O:16][C:17](=O)[CH:18]([CH2:23][C:24]1[CH:29]=[CH:28][C:27]([C:30]([N:32]2[CH2:36][CH2:35][CH2:34][CH2:33]2)=[O:31])=[CH:26][CH:25]=1)[C:19](=O)[CH2:20][CH3:21].O1CCOCC1, predict the reaction product. The product is: [CH3:1][O:2][C:3](=[O:14])[CH2:4][O:5][C:6]1[CH:11]=[CH:10][C:9]([Cl:12])=[C:8]2[C:7]=1[C:17](=[O:16])[C:18]([CH2:23][C:24]1[CH:29]=[CH:28][C:27]([C:30]([N:32]3[CH2:33][CH2:34][CH2:35][CH2:36]3)=[O:31])=[CH:26][CH:25]=1)=[C:19]([CH2:20][CH3:21])[NH:13]2. (9) Given the reactants P(Cl)(Cl)([Cl:3])=O.[Cl:6][C:7]1[C:8]([N:13]2[C:17]3=[N:18][CH:19]=[N:20][C:21](O)=[C:16]3[CH:15]=[N:14]2)=[N:9][CH:10]=[CH:11][CH:12]=1, predict the reaction product. The product is: [Cl:3][C:21]1[N:20]=[CH:19][N:18]=[C:17]2[N:13]([C:8]3[C:7]([Cl:6])=[CH:12][CH:11]=[CH:10][N:9]=3)[N:14]=[CH:15][C:16]=12.